From a dataset of Full USPTO retrosynthesis dataset with 1.9M reactions from patents (1976-2016). Predict the reactants needed to synthesize the given product. (1) Given the product [Cl:1][C:2]1[N:7]=[C:6]([NH:8][C:9]2[CH:10]=[C:11]([CH2:15][CH2:16][C:17]3[CH:22]=[C:21]([NH:23][C:24](=[O:30])[O:25][C:26]([CH3:27])([CH3:28])[CH3:29])[CH:20]=[CH:19][N:18]=3)[CH:12]=[CH:13][CH:14]=2)[C:5]([Cl:31])=[CH:4][N:3]=1, predict the reactants needed to synthesize it. The reactants are: [Cl:1][C:2]1[N:7]=[C:6]([NH:8][C:9]2[CH:10]=[C:11]([C:15]#[C:16][C:17]3[CH:22]=[C:21]([NH:23][C:24](=[O:30])[O:25][C:26]([CH3:29])([CH3:28])[CH3:27])[CH:20]=[CH:19][N:18]=3)[CH:12]=[CH:13][CH:14]=2)[C:5]([Cl:31])=[CH:4][N:3]=1. (2) Given the product [CH3:26][C:18]1[CH:19]=[CH:20][CH:21]=[C:22]([N+:23]([O-:25])=[O:24])[C:17]=1[NH:9][C:7]1[CH:6]=[C:5]([N:10]2[CH2:11][CH2:12][O:13][CH2:14][CH2:15]2)[N:4]=[C:3]([S:2][CH3:1])[N:8]=1, predict the reactants needed to synthesize it. The reactants are: [CH3:1][S:2][C:3]1[N:8]=[C:7]([NH2:9])[CH:6]=[C:5]([N:10]2[CH2:15][CH2:14][O:13][CH2:12][CH2:11]2)[N:4]=1.Br[C:17]1[C:22]([N+:23]([O-:25])=[O:24])=[CH:21][CH:20]=[CH:19][C:18]=1[CH3:26].CC1(C)C2C=CC=C(P(C3C=CC=CC=3)C3C=CC=CC=3)C=2OC2C1=CC=CC=2P(C1C=CC=CC=1)C1C=CC=CC=1.C(=O)([O-])[O-].[Cs+].[Cs+]. (3) Given the product [NH2:40][C:38]1[S:39][C:8]([C:6]2[CH:5]=[CH:4][N:3]=[C:2]([Cl:1])[N:7]=2)=[C:9]([C:11]2[CH:12]=[C:13]([NH:18][C:19](=[O:28])[C:20]3[C:25]([F:26])=[CH:24][CH:23]=[CH:22][C:21]=3[F:27])[CH:14]=[CH:15][C:16]=2[F:17])[N:37]=1, predict the reactants needed to synthesize it. The reactants are: [Cl:1][C:2]1[N:7]=[C:6]([CH2:8][C:9]([C:11]2[CH:12]=[C:13]([NH:18][C:19](=[O:28])[C:20]3[C:25]([F:26])=[CH:24][CH:23]=[CH:22][C:21]=3[F:27])[CH:14]=[CH:15][C:16]=2[F:17])=O)[CH:5]=[CH:4][N:3]=1.C1C(=O)N(Br)C(=O)C1.[NH2:37][C:38]([NH2:40])=[S:39]. (4) Given the product [Cl:1][C:2]1[C:11]([N+:12]([O-:14])=[O:13])=[C:10]([NH2:17])[C:9]2[C:4](=[CH:5][CH:6]=[C:7]([Cl:16])[CH:8]=2)[N:3]=1, predict the reactants needed to synthesize it. The reactants are: [Cl:1][C:2]1[C:11]([N+:12]([O-:14])=[O:13])=[C:10](Cl)[C:9]2[C:4](=[CH:5][CH:6]=[C:7]([Cl:16])[CH:8]=2)[N:3]=1.[NH3:17]. (5) Given the product [Cl:26][C:13]1[CH:12]=[C:11]([C:10]2[C:6]3[C:30]([OH:31])=[CH:29][C:28](=[O:34])[NH:27][C:7]=3[S:8][CH:9]=2)[CH:16]=[C:15]([Cl:17])[C:14]=1[O:18][CH2:19][C:20]1[CH:25]=[CH:24][CH:23]=[CH:22][CH:21]=1, predict the reactants needed to synthesize it. The reactants are: C(OC([C:6]1[C:10]([C:11]2[CH:16]=[C:15]([Cl:17])[C:14]([O:18][CH2:19][C:20]3[CH:25]=[CH:24][CH:23]=[CH:22][CH:21]=3)=[C:13]([Cl:26])[CH:12]=2)=[CH:9][S:8][C:7]=1[NH:27][C:28](=[O:34])[CH2:29][C:30](OC)=[O:31])=O)C.[H-].[Na+].Cl.C(OCC)C. (6) Given the product [CH3:6][N:8]1[CH2:13][CH2:12][N:11]([CH3:14])[CH2:10][C@H:9]1[CH2:21][OH:22], predict the reactants needed to synthesize it. The reactants are: C(O[C:6]([N:8]1[CH2:13][CH2:12][N:11]([C:14](OC(C)(C)C)=O)[CH2:10][C@H:9]1[CH2:21][OH:22])=O)(C)(C)C.[H-].[H-].[H-].[H-].[Li+].[Al+3]. (7) Given the product [CH3:14][O:8][C:6]1[CH:7]=[C:2]([F:1])[CH:3]=[CH:4][C:5]=1[N+:9]([O-:11])=[O:10], predict the reactants needed to synthesize it. The reactants are: [F:1][C:2]1[CH:3]=[CH:4][C:5]([N+:9]([O-:11])=[O:10])=[C:6]([OH:8])[CH:7]=1.IC.[C:14](=O)([O-])[O-].[Cs+].[Cs+].O.